This data is from Catalyst prediction with 721,799 reactions and 888 catalyst types from USPTO. The task is: Predict which catalyst facilitates the given reaction. (1) The catalyst class is: 1. Product: [OH:31][C:30]1[CH:32]=[C:33]([CH:35]=[CH:36][CH:37]=1)[O:29][CH:27]([C@H:24]1[CH2:25][CH2:26][C@H:21]([CH2:20][N:14]2[CH2:13][C:12]3[C:16](=[C:17]([F:18])[C:9]([O:8][CH2:1][C:2]4[CH:7]=[CH:6][CH:5]=[CH:4][CH:3]=4)=[CH:10][CH:11]=3)[C:15]2=[O:19])[CH2:22][CH2:23]1)[CH3:28]. Reactant: [CH2:1]([O:8][C:9]1[C:17]([F:18])=[C:16]2[C:12]([CH2:13][N:14]([CH2:20][C@H:21]3[CH2:26][CH2:25][C@H:24]([CH:27]([OH:29])[CH3:28])[CH2:23][CH2:22]3)[C:15]2=[O:19])=[CH:11][CH:10]=1)[C:2]1[CH:7]=[CH:6][CH:5]=[CH:4][CH:3]=1.[C:30]1([CH:37]=[CH:36][CH:35]=[C:33](O)[CH:32]=1)[OH:31].C1C=CC(P(C2C=CC=CC=2)C2C=CC=CC=2)=CC=1.CCOC(/N=N/C(OCC)=O)=O.C1(C)C=CC=CC=1. (2) The catalyst class is: 4. Product: [NH2:10][C:11]1[C:18]([Cl:19])=[C:17]([N:20]2[CH2:25][CH2:24][C@@H:23]([NH:26][C:6](=[O:7])[O:8][CH3:9])[C@H:22]([O:27][CH3:28])[CH2:21]2)[CH:16]=[C:13]([C:14]#[N:15])[CH:12]=1. Reactant: [C:6](O[C:6]([O:8][CH3:9])=[O:7])([O:8][CH3:9])=[O:7].[NH2:10][C:11]1[CH:12]=[C:13]([CH:16]=[C:17]([N:20]2[CH2:25][CH2:24][C@@H:23]([NH2:26])[C@H:22]([O:27][CH3:28])[CH2:21]2)[C:18]=1[Cl:19])[C:14]#[N:15].C(N(CC)CC)C. (3) Reactant: [Cl:1][C:2]1[CH:10]=[CH:9][C:8]2[N:7]([CH2:11][C:12]([C:16]3[CH:21]=[CH:20][N:19]=[CH:18][CH:17]=3)(O)[CH2:13][CH3:14])[C:6]3[CH2:22][CH2:23][N:24]([CH3:26])[CH2:25][C:5]=3[C:4]=2[CH:3]=1.CN(C=O)C.S(Cl)(Cl)=O.C(=O)(O)[O-].[Na+]. Product: [Cl:1][C:2]1[CH:10]=[CH:9][C:8]2[N:7](/[CH:11]=[C:12](\[C:16]3[CH:21]=[CH:20][N:19]=[CH:18][CH:17]=3)/[CH2:13][CH3:14])[C:6]3[CH2:22][CH2:23][N:24]([CH3:26])[CH2:25][C:5]=3[C:4]=2[CH:3]=1. The catalyst class is: 2. (4) Reactant: [F:1][C:2]1[CH:3]=[CH:4][C:5]([O:24][CH3:25])=[C:6]([C:8]2[CH:13]=[CH:12][N:11]=[C:10]3[NH:14][C:15]([C:17]4[CH2:22][CH2:21][C:20](=O)[CH2:19][CH:18]=4)=[CH:16][C:9]=23)[CH:7]=1.C(N(CC)CC)C.C(O)(=O)C.[N:37]1([C:43]([O:45][C:46]([CH3:49])([CH3:48])[CH3:47])=[O:44])[CH2:42][CH2:41][NH:40][CH2:39][CH2:38]1.C([BH3-])#N.[Na+].C([BH3-])#N. Product: [F:1][C:2]1[CH:3]=[CH:4][C:5]([O:24][CH3:25])=[C:6]([C:8]2[CH:13]=[CH:12][N:11]=[C:10]3[NH:14][C:15]([C:17]4[CH2:22][CH2:21][CH:20]([N:40]5[CH2:39][CH2:38][N:37]([C:43]([O:45][C:46]([CH3:49])([CH3:48])[CH3:47])=[O:44])[CH2:42][CH2:41]5)[CH2:19][CH:18]=4)=[CH:16][C:9]=23)[CH:7]=1. The catalyst class is: 4.